The task is: Regression. Given a peptide amino acid sequence and an MHC pseudo amino acid sequence, predict their binding affinity value. This is MHC class I binding data.. This data is from Peptide-MHC class I binding affinity with 185,985 pairs from IEDB/IMGT. (1) The peptide sequence is RPTHKPVTL. The MHC is HLA-B51:01 with pseudo-sequence HLA-B51:01. The binding affinity (normalized) is 0.213. (2) The peptide sequence is KIMSGEKPSV. The MHC is HLA-A68:02 with pseudo-sequence HLA-A68:02. The binding affinity (normalized) is 0. (3) The binding affinity (normalized) is 0.610. The peptide sequence is SQIETGTPF. The MHC is HLA-B15:09 with pseudo-sequence HLA-B15:09. (4) The peptide sequence is ALMRWRHPR. The MHC is HLA-A02:01 with pseudo-sequence HLA-A02:01. The binding affinity (normalized) is 0.152. (5) The peptide sequence is YEFLQPILL. The MHC is Patr-B0101 with pseudo-sequence Patr-B0101. The binding affinity (normalized) is 0.